From a dataset of Full USPTO retrosynthesis dataset with 1.9M reactions from patents (1976-2016). Predict the reactants needed to synthesize the given product. (1) Given the product [F:33][C:30]1[CH:29]=[CH:28][C:27]([C:24]([CH3:25])([CH3:26])[CH2:23][NH:15][C:12]2[N:13]=[N:14][C:9]([C:6]3[CH:5]=[CH:4][C:3]([C:1]([NH2:2])=[O:37])=[CH:8][N:7]=3)=[CH:10][CH:11]=2)=[CH:32][CH:31]=1, predict the reactants needed to synthesize it. The reactants are: [C:1]([C:3]1[CH:4]=[CH:5][C:6]([C:9]2[N:14]=[N:13][C:12]([N:15]([CH2:23][C:24]([C:27]3[CH:32]=[CH:31][C:30]([F:33])=[CH:29][CH:28]=3)([CH3:26])[CH3:25])C(=O)OC(C)(C)C)=[CH:11][CH:10]=2)=[N:7][CH:8]=1)#[N:2].OO.C(=O)([O-])[O-:37].[K+].[K+].Cl.O1CCOCC1. (2) Given the product [CH2:32]([C:28]1[N:27]=[C:26]([NH:25][C:24]([C:21]2[C:19]3[N:20]=[C:15]([NH:14][C@@H:13]4[CH2:12][CH2:11][O:10][CH2:9][C@@H:8]4[NH2:7])[N:16]=[CH:17][C:18]=3[S:23][CH:22]=2)=[O:34])[CH:31]=[CH:30][CH:29]=1)[CH3:33], predict the reactants needed to synthesize it. The reactants are: C(OC(=O)[NH:7][C@@H:8]1[C@H:13]([NH:14][C:15]2[N:16]=[CH:17][C:18]3[S:23][CH:22]=[C:21]([C:24](=[O:34])[NH:25][C:26]4[CH:31]=[CH:30][CH:29]=[C:28]([CH2:32][CH3:33])[N:27]=4)[C:19]=3[N:20]=2)[CH2:12][CH2:11][O:10][CH2:9]1)(C)(C)C.